Task: Predict the reaction yield, written as a fraction of the theoretical maximum amount of product (1.0 means a 100% yield; for example, 0.34 means a 34% yield).. Dataset: Reaction yield outcomes from USPTO patents with 853,638 reactions (1) The reactants are [F-].[K+].CN(C=O)C.C[Si](C)(C)[C:10]([F:13])([F:12])[F:11].[F:16][C:17]1[N:22]=[C:21](I)[C:20]([O:24][CH2:25][O:26][CH2:27][CH2:28][O:29][CH3:30])=[CH:19][CH:18]=1. The catalyst is CN1C(=O)CCC1.[Cu]I.ClCCCl. The product is [F:16][C:17]1[N:22]=[C:21]([C:10]([F:13])([F:12])[F:11])[C:20]([O:24][CH2:25][O:26][CH2:27][CH2:28][O:29][CH3:30])=[CH:19][CH:18]=1. The yield is 0.650. (2) The reactants are [F:1][C:2]([F:35])([F:34])[C:3]1[CH:4]=[C:5]([C:13]([CH3:33])([CH3:32])[C:14]([N:16]([C:18]2[CH:19]=[N:20][C:21](Cl)=[CH:22][C:23]=2[C:24]2[CH:29]=[CH:28][CH:27]=[CH:26][C:25]=2[Br:30])[CH3:17])=[O:15])[CH:6]=[C:7]([C:9]([F:12])([F:11])[F:10])[CH:8]=1.CS(C)=O.[OH:40][CH2:41][C@@H:42]1[CH2:46][C@@H:45]([OH:47])[CH2:44][NH:43]1. The catalyst is C(OCC)(=O)C. The product is [F:1][C:2]([F:35])([F:34])[C:3]1[CH:4]=[C:5]([C:13]([CH3:33])([CH3:32])[C:14]([N:16]([C:18]2[CH:19]=[N:20][C:21]([N:43]3[CH2:44][C@H:45]([OH:47])[CH2:46][C@H:42]3[CH2:41][OH:40])=[CH:22][C:23]=2[C:24]2[CH:29]=[CH:28][CH:27]=[CH:26][C:25]=2[Br:30])[CH3:17])=[O:15])[CH:6]=[C:7]([C:9]([F:12])([F:11])[F:10])[CH:8]=1. The yield is 0.480. (3) The reactants are Cl.[C:2]([NH2:5])(=[NH:4])[CH3:3].[OH-].[Na+].[N:8]1[CH:13]=[CH:12][C:11]([C:14](=O)[CH2:15][C:16](OCC)=[O:17])=[N:10][CH:9]=1. The catalyst is C(O)C. The product is [CH3:3][C:2]1[NH:4][C:16](=[O:17])[CH:15]=[C:14]([C:11]2[CH:12]=[CH:13][N:8]=[CH:9][N:10]=2)[N:5]=1. The yield is 0.500. (4) The reactants are [Cl:1][C:2]1[C:3]([F:46])=[C:4]([C@@H:8]2[C@:12]([C:15]3[CH:20]=[CH:19][C:18]([Cl:21])=[CH:17][C:16]=3[F:22])([C:13]#[N:14])[C@H:11]([CH2:23][C:24]([CH3:27])([CH3:26])[CH3:25])[NH:10][C@H:9]2[C:28]([NH:30][C:31]2[CH:45]=[CH:44][C:34]([CH2:35][NH:36]C(=O)OC(C)(C)C)=[CH:33][CH:32]=2)=[O:29])[CH:5]=[CH:6][CH:7]=1.FC(F)(F)C(O)=O. The catalyst is C(Cl)Cl. The product is [NH2:36][CH2:35][C:34]1[CH:44]=[CH:45][C:31]([NH:30][C:28]([CH:9]2[CH:8]([C:4]3[CH:5]=[CH:6][CH:7]=[C:2]([Cl:1])[C:3]=3[F:46])[C:12]([C:15]3[CH:20]=[CH:19][C:18]([Cl:21])=[CH:17][C:16]=3[F:22])([C:13]#[N:14])[CH:11]([CH2:23][C:24]([CH3:27])([CH3:26])[CH3:25])[NH:10]2)=[O:29])=[CH:32][CH:33]=1. The yield is 0.990. (5) The reactants are [C:1]12([NH:6][C:7](=[O:16])[C:8]3[CH:13]=[C:12]([Br:14])[CH:11]=[N:10][C:9]=3[F:15])[CH2:5][CH:3]([CH2:4]1)[CH2:2]2.[H-].[Na+].[CH3:19]I. The catalyst is C1COCC1. The product is [C:1]12([N:6]([CH3:19])[C:7](=[O:16])[C:8]3[CH:13]=[C:12]([Br:14])[CH:11]=[N:10][C:9]=3[F:15])[CH2:2][CH:3]([CH2:5]1)[CH2:4]2. The yield is 0.830.